Dataset: Forward reaction prediction with 1.9M reactions from USPTO patents (1976-2016). Task: Predict the product of the given reaction. Given the reactants [Cl:1][C:2]1[C:9]([CH3:10])=[C:8]([N:11]2[CH:15]([CH2:16][CH3:17])[C:14](=[O:18])[C:13]([CH3:20])([CH3:19])[C:12]2=[O:21])[CH:7]=[CH:6][C:3]=1[C:4]#[N:5].C([BH-](C(CC)C)C(CC)C)(CC)C.[Li+].C1COCC1, predict the reaction product. The product is: [Cl:1][C:2]1[C:9]([CH3:10])=[C:8]([N:11]2[C@H:15]([CH2:16][CH3:17])[C@H:14]([OH:18])[C:13]([CH3:20])([CH3:19])[C:12]2=[O:21])[CH:7]=[CH:6][C:3]=1[C:4]#[N:5].